From a dataset of Rat liver microsome stability data. Regression/Classification. Given a drug SMILES string, predict its absorption, distribution, metabolism, or excretion properties. Task type varies by dataset: regression for continuous measurements (e.g., permeability, clearance, half-life) or binary classification for categorical outcomes (e.g., BBB penetration, CYP inhibition). Dataset: rlm. (1) The molecule is CC(=O)c1c(C)[nH]c(C(=O)Nc2cccc(S(=O)(=O)Nc3ccccc3)c2)c1C. The result is 1 (stable in rat liver microsomes). (2) The molecule is COc1cc(-c2cn(C3CCc4ccccc4N(CC(F)(F)F)C3=O)nn2)ccc1-n1cnc(C)c1. The result is 0 (unstable in rat liver microsomes).